This data is from Full USPTO retrosynthesis dataset with 1.9M reactions from patents (1976-2016). The task is: Predict the reactants needed to synthesize the given product. (1) Given the product [F:24][C:21]1[CH:20]=[CH:19][C:18]([C:10]2([CH2:9][CH2:8][CH2:7][C:6]([OH:25])=[O:5])[O:11][CH2:12][C:13]([CH3:17])([CH3:16])[CH2:14][O:15]2)=[CH:23][CH:22]=1, predict the reactants needed to synthesize it. The reactants are: OCC(C)(C)C[O:5][C:6](=[O:25])[CH2:7][CH2:8][CH2:9][C:10]1([C:18]2[CH:23]=[CH:22][C:21]([F:24])=[CH:20][CH:19]=2)[O:15][CH2:14][C:13]([CH3:17])([CH3:16])[CH2:12][O:11]1.C1COCC1.O.[OH-].[Li+].Cl. (2) Given the product [Cl:12][C:13]1[CH:18]=[CH:17][C:16]([CH2:19][CH2:20][NH:21][C:2]2[C:3]3[C:10]([CH3:11])=[CH:9][S:8][C:4]=3[N:5]=[CH:6][CH:7]=2)=[CH:15][CH:14]=1, predict the reactants needed to synthesize it. The reactants are: Br[C:2]1[CH:7]=[CH:6][N:5]=[C:4]2[S:8][CH:9]=[C:10]([CH3:11])[C:3]=12.[Cl:12][C:13]1[CH:18]=[CH:17][C:16]([CH2:19][CH2:20][NH2:21])=[CH:15][CH:14]=1. (3) Given the product [CH3:32][C@H:27]1[CH2:28][O:29][CH2:30][CH2:31][N:26]1[C:16]1[N:17]=[C:18]([N:19]2[CH2:24][CH2:23][O:22][CH2:21][C@@H:20]2[CH3:25])[C:13]2[CH:12]=[CH:11][C:10]([C:7]3[CH:8]=[CH:9][C:4]4[C:3](=[O:2])[NH:46][CH2:43][CH2:44][NH:45][C:5]=4[CH:6]=3)=[N:33][C:14]=2[N:15]=1, predict the reactants needed to synthesize it. The reactants are: C[O:2][C:3](=O)[C:4]1[CH:9]=[CH:8][C:7]([C:10]2[CH:11]=[CH:12][C:13]3[C:18]([N:19]4[CH2:24][CH2:23][O:22][CH2:21][C@@H:20]4[CH3:25])=[N:17][C:16]([N:26]4[CH2:31][CH2:30][O:29][CH2:28][C@@H:27]4[CH3:32])=[N:15][C:14]=3[N:33]=2)=[CH:6][C:5]=1OC.CC(N(C)C)=O.[CH2:43]([NH2:46])[CH2:44][NH2:45].CC(N(C)C)=O. (4) Given the product [CH3:16][O:17][C:18]1[CH:23]=[CH:22][C:21]([C:2]2[C:3]([CH:14]=[O:15])=[C:4]([CH3:13])[O:5][C:6]=2[C:7]2[CH:12]=[CH:11][CH:10]=[CH:9][CH:8]=2)=[CH:20][CH:19]=1, predict the reactants needed to synthesize it. The reactants are: Br[C:2]1[C:3]([CH:14]=[O:15])=[C:4]([CH3:13])[O:5][C:6]=1[C:7]1[CH:12]=[CH:11][CH:10]=[CH:9][CH:8]=1.[CH3:16][O:17][C:18]1[CH:23]=[CH:22][C:21](B(O)O)=[CH:20][CH:19]=1.C(=O)([O-])[O-].[Na+].[Na+]. (5) Given the product [F:1][C:2]1[CH:3]=[C:4]([C:10]2[CH:11]=[C:12]([C:22]#[N:23])[C:13]3[C:18]([CH:19]=2)=[CH:17][CH:16]=[C:15]([OH:20])[CH:14]=3)[CH:5]=[CH:6][C:7]=1[OH:8], predict the reactants needed to synthesize it. The reactants are: [F:1][C:2]1[CH:3]=[C:4]([C:10]2[CH:11]=[C:12]([C:22]#[N:23])[C:13]3[C:18]([CH:19]=2)=[CH:17][CH:16]=[C:15]([O:20]C)[CH:14]=3)[CH:5]=[CH:6][C:7]=1[O:8]C.B(Br)(Br)Br. (6) Given the product [O:20]1[C:19]2[CH:23]=[CH:24][C:16]([O:15][C:5]([CH3:14])([CH2:6][C:7]3[CH:12]=[CH:11][C:10]([O:13][CH2:38][CH2:37][C:35]4[N:36]=[C:32]([C:26]5[CH:31]=[CH:30][CH:29]=[CH:28][CH:27]=5)[O:33][C:34]=4[CH3:50])=[CH:9][CH:8]=3)[C:4]([OH:3])=[O:25])=[CH:17][C:18]=2[O:22][CH2:21]1, predict the reactants needed to synthesize it. The reactants are: C([O:3][C:4](=[O:25])[C:5]([O:15][C:16]1[CH:24]=[CH:23][C:19]2[O:20][CH2:21][O:22][C:18]=2[CH:17]=1)([CH3:14])[CH2:6][C:7]1[CH:12]=[CH:11][C:10]([OH:13])=[CH:9][CH:8]=1)C.[C:26]1([C:32]2[O:33][C:34]([CH3:50])=[C:35]([CH2:37][CH2:38]OS(C3C=CC(C)=CC=3)(=O)=O)[N:36]=2)[CH:31]=[CH:30][CH:29]=[CH:28][CH:27]=1. (7) Given the product [Cl:38][C:35]1[CH:36]=[CH:37][C:32](/[CH:31]=[CH:30]/[C:29]([N:27]2[CH2:26][CH2:25][O:24][CH:23]([CH2:22][CH2:21][NH:20][C:4]3[C:5](=[O:12])[C:6](=[O:11])[C:7]=3[O:8][CH2:9][CH3:10])[CH2:28]2)=[O:46])=[C:33]([CH2:39][N:40]2[N:44]=[N:43][C:42]([CH3:45])=[N:41]2)[CH:34]=1, predict the reactants needed to synthesize it. The reactants are: C(O[C:4]1[C:5](=[O:12])[C:6](=[O:11])[C:7]=1[O:8][CH2:9][CH3:10])C.C(N(CC)CC)C.[NH2:20][CH2:21][CH2:22][CH:23]1[CH2:28][N:27]([C:29](=[O:46])/[CH:30]=[CH:31]/[C:32]2[CH:37]=[CH:36][C:35]([Cl:38])=[CH:34][C:33]=2[CH2:39][N:40]2[N:44]=[N:43][C:42]([CH3:45])=[N:41]2)[CH2:26][CH2:25][O:24]1. (8) Given the product [CH2:1]([O:3][C:4](=[O:31])[CH2:5][O:6][C:7]1[CH:12]=[C:11]([Br:32])[C:10]([O:13][CH2:14][C:15]2[S:16][CH:17]=[C:18]([C:20]3[CH:21]=[CH:22][C:23]([C:26]([F:29])([F:27])[F:28])=[CH:24][CH:25]=3)[N:19]=2)=[CH:9][C:8]=1[CH3:30])[CH3:2], predict the reactants needed to synthesize it. The reactants are: [CH2:1]([O:3][C:4](=[O:31])[CH2:5][O:6][C:7]1[CH:12]=[CH:11][C:10]([O:13][CH2:14][C:15]2[S:16][CH:17]=[C:18]([C:20]3[CH:25]=[CH:24][C:23]([C:26]([F:29])([F:28])[F:27])=[CH:22][CH:21]=3)[N:19]=2)=[CH:9][C:8]=1[CH3:30])[CH3:2].[Br:32]Br.O. (9) Given the product [F:19][C:20]1[CH:21]=[C:22]([C:26]2[C:27]([C:36]3[CH:37]=[CH:38][C:39]([CH2:40][N:16]4[CH2:17][CH2:18][CH:13]([C:11]5[N:12]=[C:8]([C:4]6[CH:5]=[CH:6][CH:7]=[C:2]([CH3:1])[N:3]=6)[NH:9][N:10]=5)[CH2:14][CH2:15]4)=[CH:42][CH:43]=3)=[N:28][C:29]3[N:30]([N:32]=[C:33]([CH3:35])[N:34]=3)[CH:31]=2)[CH:23]=[CH:24][CH:25]=1, predict the reactants needed to synthesize it. The reactants are: [CH3:1][C:2]1[CH:7]=[CH:6][CH:5]=[C:4]([C:8]2[NH:9][N:10]=[C:11]([CH:13]3[CH2:18][CH2:17][NH:16][CH2:15][CH2:14]3)[N:12]=2)[N:3]=1.[F:19][C:20]1[CH:21]=[C:22]([C:26]2[C:27]([C:36]3[CH:43]=[CH:42][C:39]([CH:40]=O)=[CH:38][CH:37]=3)=[N:28][C:29]3[N:30]([N:32]=[C:33]([CH3:35])[N:34]=3)[CH:31]=2)[CH:23]=[CH:24][CH:25]=1.[BH-](OC(C)=O)(OC(C)=O)OC(C)=O.[Na+].C([O-])(O)=O.[Na+]. (10) Given the product [O:14]=[C:13]1[C:12]2[C:11](=[CH:19][CH:18]=[CH:17][CH:16]=2)[C:10](=[O:15])[N:1]1[CH2:2][CH2:3][CH2:4][CH2:5][CH2:6][C:7]([OH:9])=[O:8], predict the reactants needed to synthesize it. The reactants are: [NH2:1][CH2:2][CH2:3][CH2:4][CH2:5][CH2:6][C:7]([OH:9])=[O:8].[C:10]1(=O)[O:15][C:13](=[O:14])[C:12]2=[CH:16][CH:17]=[CH:18][CH:19]=[C:11]12.C(N(CC)CC)C.